Dataset: Forward reaction prediction with 1.9M reactions from USPTO patents (1976-2016). Task: Predict the product of the given reaction. (1) Given the reactants [F:1][C:2]([F:8])([F:7])[C:3](OC)=[O:4].C[O-].[Na+].[CH3:12][C:13]([C:15]1[CH:20]=[CH:19][C:18]([I:21])=[CH:17][CH:16]=1)=[O:14].Cl, predict the reaction product. The product is: [F:8][C:2]([F:1])([F:7])[C:3](=[O:4])[CH2:12][C:13]([C:15]1[CH:20]=[CH:19][C:18]([I:21])=[CH:17][CH:16]=1)=[O:14]. (2) The product is: [Br:1][C:2]1[CH:10]=[C:9]2[C:5]([C:6]([CH2:11][N:12]([CH3:14])[CH3:13])=[N:7][N:8]2[C:18]2[CH:23]=[CH:22][N:21]=[C:20]([NH2:24])[N:19]=2)=[CH:4][CH:3]=1. Given the reactants [Br:1][C:2]1[CH:10]=[C:9]2[C:5]([C:6]([CH2:11][N:12]([CH3:14])[CH3:13])=[N:7][NH:8]2)=[CH:4][CH:3]=1.[H-].[Na+].Cl[C:18]1[CH:23]=[CH:22][N:21]=[C:20]([NH2:24])[N:19]=1, predict the reaction product. (3) The product is: [C:20]([O:24][C:25](=[O:49])[CH2:26][CH2:27][N:28]([C:42]([O:44][C:45]([CH3:48])([CH3:47])[CH3:46])=[O:43])[CH2:29][C:30](=[O:31])[N:32]1[C:40]2[C:35](=[CH:36][C:37]([O:15][CH2:14][C:11]3[CH:12]=[CH:13][C:8]([O:1][C:2]4[CH:7]=[CH:6][CH:5]=[CH:4][CH:3]=4)=[C:9]([C:16]([F:17])([F:18])[F:19])[CH:10]=3)=[CH:38][CH:39]=2)[CH2:34][CH2:33]1)([CH3:23])([CH3:22])[CH3:21]. Given the reactants [O:1]([C:8]1[CH:13]=[CH:12][C:11]([CH2:14][OH:15])=[CH:10][C:9]=1[C:16]([F:19])([F:18])[F:17])[C:2]1[CH:7]=[CH:6][CH:5]=[CH:4][CH:3]=1.[C:20]([O:24][C:25](=[O:49])[CH2:26][CH2:27][N:28]([C:42]([O:44][C:45]([CH3:48])([CH3:47])[CH3:46])=[O:43])[CH2:29][C:30]([N:32]1[C:40]2[C:35](=[CH:36][C:37](O)=[CH:38][CH:39]=2)[CH2:34][CH2:33]1)=[O:31])([CH3:23])([CH3:22])[CH3:21].C1(P(C2C=CC=CC=2)C2C=CC=CC=2)C=CC=CC=1.CCOC(/N=N/C(OCC)=O)=O, predict the reaction product. (4) Given the reactants [H-].[Na+].[I-].[CH3:4][S+](C)(C)=O.[Br:9][C:10]1[CH:15]=[CH:14][C:13]([N:16]=[CH:17][C:18]2[CH:23]=[CH:22][CH:21]=[CH:20][C:19]=2[OH:24])=[CH:12][CH:11]=1, predict the reaction product. The product is: [Br:9][C:10]1[CH:11]=[CH:12][C:13]([NH:16][CH:17]2[CH2:4][O:24][C:19]3[CH:20]=[CH:21][CH:22]=[CH:23][C:18]2=3)=[CH:14][CH:15]=1. (5) The product is: [F:36][C:31]1[CH:30]=[C:29]([CH:34]=[CH:33][C:32]=1[F:35])[CH2:28][NH:27][C:26]([C:11]1[C:10]2[C:14](=[CH:15][C:7]([C:45]3[N:41]([CH3:40])[N:42]=[CH:43][CH:44]=3)=[CH:8][CH:9]=2)[N:13]([CH2:16][C:17]2[CH:22]=[CH:21][CH:20]=[CH:19][N:18]=2)[C:12]=1[CH:23]([CH3:24])[CH3:25])=[O:37]. Given the reactants FC(F)(F)S(O[C:7]1[CH:15]=[C:14]2[C:10]([C:11]([C:26](=[O:37])[NH:27][CH2:28][C:29]3[CH:34]=[CH:33][C:32]([F:35])=[C:31]([F:36])[CH:30]=3)=[C:12]([CH:23]([CH3:25])[CH3:24])[N:13]2[CH2:16][C:17]2[CH:22]=[CH:21][CH:20]=[CH:19][N:18]=2)=[CH:9][CH:8]=1)(=O)=O.[CH3:40][N:41]1[C:45](B(O)O)=[CH:44][CH:43]=[N:42]1.[Li+].[Cl-].C([O-])([O-])=O.[Na+].[Na+], predict the reaction product. (6) Given the reactants [NH2:1][C:2]([NH:4][C:5]1[C:6]([C:19]([NH:21]CC2C=CC(OC)=CC=2OC)=[O:20])=[N:7][N:8]([C:10]2[CH:15]=[CH:14][C:13]([O:16][CH3:17])=[C:12]([Cl:18])[CH:11]=2)[CH:9]=1)=[O:3], predict the reaction product. The product is: [NH2:1][C:2]([NH:4][C:5]1[C:6]([C:19]([NH2:21])=[O:20])=[N:7][N:8]([C:10]2[CH:15]=[CH:14][C:13]([O:16][CH3:17])=[C:12]([Cl:18])[CH:11]=2)[CH:9]=1)=[O:3].